This data is from Peptide-MHC class II binding affinity with 134,281 pairs from IEDB. The task is: Regression. Given a peptide amino acid sequence and an MHC pseudo amino acid sequence, predict their binding affinity value. This is MHC class II binding data. (1) The peptide sequence is TATSASAGWDTVLQS. The MHC is HLA-DQA10501-DQB10301 with pseudo-sequence HLA-DQA10501-DQB10301. The binding affinity (normalized) is 0.388. (2) The peptide sequence is KASNPNYLAILVKYV. The MHC is HLA-DQA10501-DQB10201 with pseudo-sequence HLA-DQA10501-DQB10201. The binding affinity (normalized) is 0.330. (3) The MHC is DRB1_0401 with pseudo-sequence DRB1_0401. The peptide sequence is AMKVAATAANAAPAN. The binding affinity (normalized) is 0.364. (4) The peptide sequence is NNQNFFWAVKPKVVR. The MHC is H-2-IAb with pseudo-sequence H-2-IAb. The binding affinity (normalized) is 0.450.